Predict the product of the given reaction. From a dataset of Forward reaction prediction with 1.9M reactions from USPTO patents (1976-2016). Given the reactants FC(F)(F)C1C=C(NC(=O)NC2C=CC(C3SC(CCC(O)=O)=NC=3)=CC=2)C=CC=1.[Cl:31][C:32]1[CH:37]=[CH:36][C:35]([NH:38][C:39](=[O:62])[NH:40][C:41]2[CH:46]=[CH:45][C:44]([C:47]3[S:51][C:50]([CH:52]4[CH2:57][CH2:56][CH:55]([C:58]([O:60]C)=[O:59])[CH2:54][CH2:53]4)=[N:49][CH:48]=3)=[CH:43][CH:42]=2)=[CH:34][CH:33]=1, predict the reaction product. The product is: [Cl:31][C:32]1[CH:33]=[CH:34][C:35]([NH:38][C:39](=[O:62])[NH:40][C:41]2[CH:42]=[CH:43][C:44]([C:47]3[S:51][C:50]([CH:52]4[CH2:53][CH2:54][CH:55]([C:58]([OH:60])=[O:59])[CH2:56][CH2:57]4)=[N:49][CH:48]=3)=[CH:45][CH:46]=2)=[CH:36][CH:37]=1.